Dataset: Reaction yield outcomes from USPTO patents with 853,638 reactions. Task: Predict the reaction yield, written as a fraction of the theoretical maximum amount of product (1.0 means a 100% yield; for example, 0.34 means a 34% yield). (1) The reactants are [CH:1]1([C:7]2[C:8]3[CH:32]=[CH:31][C:30]([C:33]([O:35][CH3:36])=[O:34])=[CH:29][C:9]=3[N:10]3[C:16]=2[C:15]2[CH:17]=[CH:18][CH:19]=[C:20](OS(C(F)(F)F)(=O)=O)[C:14]=2[O:13][CH2:12][CH2:11]3)[CH2:6][CH2:5][CH2:4][CH2:3][CH2:2]1.O1CCCOB1[C:43]1[CH:44]=[N:45][CH:46]=[CH:47][CH:48]=1.C(=O)([O-])O.[Na+]. The catalyst is COCCOC.O.C1C=CC([P]([Pd]([P](C2C=CC=CC=2)(C2C=CC=CC=2)C2C=CC=CC=2)([P](C2C=CC=CC=2)(C2C=CC=CC=2)C2C=CC=CC=2)[P](C2C=CC=CC=2)(C2C=CC=CC=2)C2C=CC=CC=2)(C2C=CC=CC=2)C2C=CC=CC=2)=CC=1. The product is [CH:1]1([C:7]2[C:8]3[CH:32]=[CH:31][C:30]([C:33]([O:35][CH3:36])=[O:34])=[CH:29][C:9]=3[N:10]3[C:16]=2[C:15]2[CH:17]=[CH:18][CH:19]=[C:20]([C:43]4[CH:44]=[N:45][CH:46]=[CH:47][CH:48]=4)[C:14]=2[O:13][CH2:12][CH2:11]3)[CH2:2][CH2:3][CH2:4][CH2:5][CH2:6]1. The yield is 0.820. (2) The reactants are [Si]([O:8][CH2:9][CH2:10][C:11]1[CH:12]=[N:13][N:14]([C:16]2[CH:21]=[C:20]([C:22]#[N:23])[CH:19]=[CH:18][N:17]=2)[CH:15]=1)(C(C)(C)C)(C)C.Cl.C(OCC)(=O)C.C([O-])(O)=O.[Na+]. The catalyst is C1COCC1.O. The product is [OH:8][CH2:9][CH2:10][C:11]1[CH:12]=[N:13][N:14]([C:16]2[CH:21]=[C:20]([C:22]#[N:23])[CH:19]=[CH:18][N:17]=2)[CH:15]=1. The yield is 0.910. (3) The catalyst is C(O)(C)C. The product is [ClH:17].[C:1]([NH:4][C:5]1[C:6]([NH:23][CH3:21])=[N:7][C:8]([C:11]2[CH:16]=[CH:15][CH:14]=[CH:13][CH:12]=2)=[N:9][CH:10]=1)(=[O:3])[CH3:2]. The yield is 0.950. The reactants are [C:1]([NH:4][C:5]1[C:6]([Cl:17])=[N:7][C:8]([C:11]2[CH:16]=[CH:15][CH:14]=[CH:13][CH:12]=2)=[N:9][CH:10]=1)(=[O:3])[CH3:2].Cl.CN.[CH2:21]([N:23](CC)CC)C. (4) The reactants are [NH2:1][C:2]1[CH:3]=[CH:4][CH:5]=[C:6]2[C:11]=1[N:10]=[CH:9][CH:8]=[CH:7]2.[Cl:12][C:13]1[CH:18]=[CH:17][CH:16]=[CH:15][C:14]=1[S:19](Cl)(=[O:21])=[O:20]. The catalyst is CN(C1C=CN=CC=1)C.CCCCCC. The product is [Cl:12][C:13]1[CH:18]=[CH:17][CH:16]=[CH:15][C:14]=1[S:19]([NH:1][C:2]1[CH:3]=[CH:4][CH:5]=[C:6]2[C:11]=1[N:10]=[CH:9][CH:8]=[CH:7]2)(=[O:21])=[O:20]. The yield is 0.580. (5) The reactants are [F:1][C:2]1[CH:7]=[CH:6][CH:5]=[C:4]([F:8])[C:3]=1[S:9][CH3:10].[Br:11]Br.[Cl-].[Al+3].[Cl-].[Cl-].S([O-])([O-])(=O)=S.[Na+].[Na+]. The catalyst is [Fe].C(OCC)C.ClCCl. The product is [Br:11][C:6]1[CH:7]=[C:2]([F:1])[C:3]([S:9][CH3:10])=[C:4]([F:8])[CH:5]=1. The yield is 0.170. (6) The catalyst is C1COCC1. The product is [O:8]=[C:3]1[CH2:4][CH2:5][C:6](=[O:7])[N:2]1[O:1][C:19]([C@H:16]1[CH2:15][CH2:14][C@H:13]([C:11]([O:10][CH3:9])=[O:12])[CH2:18][CH2:17]1)=[O:20]. The yield is 0.780. The reactants are [OH:1][N:2]1[C:6](=[O:7])[CH2:5][CH2:4][C:3]1=[O:8].[CH3:9][O:10][C:11]([C@H:13]1[CH2:18][CH2:17][C@H:16]([C:19](O)=[O:20])[CH2:15][CH2:14]1)=[O:12].C1(N=C=NC2CCCCC2)CCCCC1. (7) The reactants are [CH:1](=O)[C:2]1[CH:7]=[CH:6][CH:5]=[CH:4][CH:3]=1.[CH2:9]([SH:13])[CH2:10][CH2:11][SH:12].B(F)(F)F.CCOCC.C(CCOC(CC1(CC(O)=O)CCCCC1)=O)#N. The catalyst is C(Cl)Cl. The product is [C:2]1([CH:1]2[S:13][CH2:9][CH2:10][CH2:11][S:12]2)[CH:7]=[CH:6][CH:5]=[CH:4][CH:3]=1. The yield is 0.870.